The task is: Predict which catalyst facilitates the given reaction.. This data is from Catalyst prediction with 721,799 reactions and 888 catalyst types from USPTO. Reactant: [CH3:1][CH:2]1[N:7]([C:8](=[O:20])[C:9]2[CH:14]=[CH:13][CH:12]=[CH:11][C:10]=2[N:15]2[N:19]=[CH:18][CH:17]=[N:16]2)[CH2:6][CH:5]([O:21][C:22]2[CH:31]=[CH:30][CH:29]=[C:28]3[C:23]=2[CH2:24][CH2:25][CH2:26][C:27]3=[O:32])[CH2:4][CH2:3]1.[BH4-].[Na+]. Product: [CH3:1][C@H:2]1[N:7]([C:8]([C:9]2[CH:14]=[CH:13][CH:12]=[CH:11][C:10]=2[N:15]2[N:16]=[CH:17][CH:18]=[N:19]2)=[O:20])[CH2:6][C@H:5]([O:21][C:22]2[CH:31]=[CH:30][CH:29]=[C:28]3[C:23]=2[CH2:24][CH2:25][CH2:26][CH:27]3[OH:32])[CH2:4][CH2:3]1. The catalyst class is: 5.